Dataset: TCR-epitope binding with 47,182 pairs between 192 epitopes and 23,139 TCRs. Task: Binary Classification. Given a T-cell receptor sequence (or CDR3 region) and an epitope sequence, predict whether binding occurs between them. The epitope is TAFTIPSI. The TCR CDR3 sequence is CSVSSYYNEQFF. Result: 0 (the TCR does not bind to the epitope).